Task: Predict which catalyst facilitates the given reaction.. Dataset: Catalyst prediction with 721,799 reactions and 888 catalyst types from USPTO (1) Reactant: Br[CH2:2][C:3]1[CH:8]=[CH:7][CH:6]=[CH:5][C:4]=1[O:9][C:10]([F:13])([F:12])[F:11].[O:14]1[C:18]2([CH2:23][CH2:22][CH:21]([C:24]3[N:29]=[CH:28][C:27]([C:30]4[CH:34]=[C:33]([OH:35])[NH:32][N:31]=4)=[CH:26][CH:25]=3)[CH2:20][CH2:19]2)[O:17][CH2:16][CH2:15]1.C(=O)([O-])[O-].[K+].[K+]. Product: [O:14]1[C:18]2([CH2:19][CH2:20][CH:21]([C:24]3[CH:25]=[CH:26][C:27]([C:30]4[CH:34]=[C:33]([O:35][CH2:2][C:3]5[CH:8]=[CH:7][CH:6]=[CH:5][C:4]=5[O:9][C:10]([F:13])([F:12])[F:11])[NH:32][N:31]=4)=[CH:28][N:29]=3)[CH2:22][CH2:23]2)[O:17][CH2:16][CH2:15]1. The catalyst class is: 21. (2) Reactant: [F:1][C:2]1[CH:7]=[CH:6][C:5]([C:8]([C:10]2[N:11]=[C:12]([C@@H:15]3[CH2:20][N:19]4[CH2:21][CH2:22][CH2:23][C@@H:18]4[CH2:17][NH:16]3)[O:13][CH:14]=2)=[O:9])=[CH:4][CH:3]=1.[C:24]([O:28][C:29]([N:31]([CH3:47])[C@H:32]([C:34]([NH:36][C@@H:37]([CH:41]1[CH2:46][CH2:45][CH2:44][CH2:43][CH2:42]1)[C:38](O)=[O:39])=[O:35])[CH3:33])=[O:30])([CH3:27])([CH3:26])[CH3:25].[Cl-].COC1N=C(OC)N=C([N+]2(C)CCOCC2)N=1. Product: [C:24]([O:28][C:29](=[O:30])[N:31]([C@@H:32]([CH3:33])[C:34]([NH:36][C@@H:37]([CH:41]1[CH2:46][CH2:45][CH2:44][CH2:43][CH2:42]1)[C:38]([N:16]1[C@H:15]([C:12]2[O:13][CH:14]=[C:10]([C:8]([C:5]3[CH:6]=[CH:7][C:2]([F:1])=[CH:3][CH:4]=3)=[O:9])[N:11]=2)[CH2:20][N:19]2[CH2:21][CH2:22][CH2:23][C@@H:18]2[CH2:17]1)=[O:39])=[O:35])[CH3:47])([CH3:27])([CH3:25])[CH3:26]. The catalyst class is: 54. (3) Reactant: Br[C:2]1[C:3](=[O:31])[N:4]([CH2:23][CH2:24][C:25]2[CH:30]=[CH:29][CH:28]=[CH:27][CH:26]=2)[C:5]([C:9]2[CH:14]=[CH:13][CH:12]=[CH:11][C:10]=2[O:15][CH2:16][C:17]2[CH:22]=[CH:21][CH:20]=[CH:19][CH:18]=2)=[N:6][C:7]=1[CH3:8].[F-].[Cs+].[CH3:34][C:35]1[S:36][C:37]([Sn](CCCC)(CCCC)CCCC)=[CH:38][N:39]=1. Product: [CH3:8][C:7]1[N:6]=[C:5]([C:9]2[CH:14]=[CH:13][CH:12]=[CH:11][C:10]=2[O:15][CH2:16][C:17]2[CH:18]=[CH:19][CH:20]=[CH:21][CH:22]=2)[N:4]([CH2:23][CH2:24][C:25]2[CH:30]=[CH:29][CH:28]=[CH:27][CH:26]=2)[C:3](=[O:31])[C:2]=1[C:37]1[S:36][C:35]([CH3:34])=[N:39][CH:38]=1. The catalyst class is: 12. (4) Reactant: [CH:1]1([CH2:6][N:7]2[C:19](=[O:20])[C:18]3[C:17]([O:21][C:22](=[O:29])[C:23]4[CH:28]=[CH:27][CH:26]=[CH:25][CH:24]=4)=[C:16]4[C:11]([C:12]([CH3:30])=[CH:13][CH:14]=[N:15]4)=[CH:10][C:9]=3[CH2:8]2)[CH2:5][CH:4]=[CH:3][CH2:2]1.[Br:31]N1C(=O)CCC1=O. Product: [Br:31][CH2:30][C:12]1[C:11]2[CH:10]=[C:9]3[CH2:8][N:7]([CH2:6][CH:1]4[CH2:5][CH:4]=[CH:3][CH2:2]4)[C:19](=[O:20])[CH:18]3[CH:17]([O:21][C:22](=[O:29])[C:23]3[CH:24]=[CH:25][CH:26]=[CH:27][CH:28]=3)[C:16]=2[N:15]=[CH:14][CH:13]=1. The catalyst class is: 13. (5) Reactant: [CH:1]1([CH:7]([NH:21][C:22]2[CH:30]=[CH:29][C:25](C(O)=O)=[CH:24][CH:23]=2)[C:8]2[O:9][C:10]3[CH:19]=[CH:18][C:17]([F:20])=[CH:16][C:11]=3[C:12]=2[CH2:13][O:14][CH3:15])[CH2:6][CH2:5][CH2:4][CH2:3][CH2:2]1.CNC[CH2:34][C:35]([O:37][CH2:38][CH3:39])=[O:36].O.ON1C2C=CC=CC=2N=N1.Cl.C(N=C=NCCCN(C)C)C.[Cl-].[NH4+].[CH3:65][N:66]([CH3:69])[CH:67]=[O:68]. Product: [CH:1]1([CH:7]([NH:21][C:22]2[CH:30]=[CH:29][C:25]([C:67]([N:66]([CH3:69])[CH2:65][CH2:34][C:35]([O:37][CH2:38][CH3:39])=[O:36])=[O:68])=[CH:24][CH:23]=2)[C:8]2[O:9][C:10]3[CH:19]=[CH:18][C:17]([F:20])=[CH:16][C:11]=3[C:12]=2[CH2:13][O:14][CH3:15])[CH2:6][CH2:5][CH2:4][CH2:3][CH2:2]1. The catalyst class is: 66. (6) Reactant: [Cl:1][C:2]1[CH:3]=[C:4]2[C:12](=[C:13]([NH:15][C:16](=[O:23])[C:17]3[CH:22]=[CH:21][CH:20]=[N:19][CH:18]=3)[CH:14]=1)[NH:11][C:10]1[CH:9]=[N:8][CH:7]=[C:6]([NH:24]C(=O)C(F)(F)F)[C:5]2=1.[C:31]([O-])([O-])=O.[K+].[K+].O. Product: [NH2:24][C:6]1[C:5]2[C:4]3[C:12](=[C:13]([NH:15][C:16](=[O:23])[C:17]4[CH:22]=[CH:21][CH:20]=[N:19][C:18]=4[CH3:31])[CH:14]=[C:2]([Cl:1])[CH:3]=3)[NH:11][C:10]=2[CH:9]=[N:8][CH:7]=1. The catalyst class is: 5.